Dataset: CYP2D6 inhibition data for predicting drug metabolism from PubChem BioAssay. Task: Regression/Classification. Given a drug SMILES string, predict its absorption, distribution, metabolism, or excretion properties. Task type varies by dataset: regression for continuous measurements (e.g., permeability, clearance, half-life) or binary classification for categorical outcomes (e.g., BBB penetration, CYP inhibition). Dataset: cyp2d6_veith. (1) The molecule is O=C(c1csnn1)N1CCC2(CCCN(c3ccc(-c4ccccc4)cc3)C2)CC1. The result is 0 (non-inhibitor). (2) The drug is COC(=O)CCC(=O)NNC(=O)CCCOc1ccc(Cl)cc1Cl. The result is 0 (non-inhibitor). (3) The compound is Cc1cnc(CNc2ccnc(-c3ccc(N(C)C)cc3)n2)cn1. The result is 0 (non-inhibitor). (4) The drug is CCOC(=O)C1=C(C)NC(C)=C(C(=O)OC)[C@@H]1c1cccc([N+](=O)[O-])c1. The result is 0 (non-inhibitor). (5) The molecule is Cc1nc(SCc2cccc(Oc3ccccc3)c2)n[nH]1. The result is 1 (inhibitor). (6) The drug is C[C@@H](CS(=O)(=O)Cc1ccccc1)C(N)=O. The result is 0 (non-inhibitor). (7) The compound is COc1cccc(C2c3c(-c4ccccc4)n[nH]c3C(=O)N2c2ccc(C(=O)O)cc2)c1. The result is 0 (non-inhibitor).